Dataset: Reaction yield outcomes from USPTO patents with 853,638 reactions. Task: Predict the reaction yield, written as a fraction of the theoretical maximum amount of product (1.0 means a 100% yield; for example, 0.34 means a 34% yield). (1) The reactants are [S:1]([C:22]1[C:27]([NH:28][S:29]([C:32]2[CH:37]=[CH:36][C:35]([Cl:38])=[CH:34][C:33]=2[F:39])(=[O:31])=[O:30])=[CH:26][C:25]([Cl:40])=[CH:24][CH:23]=1)[S:1][C:22]1[C:27]([NH:28][S:29]([C:32]2[CH:37]=[CH:36][C:35]([Cl:38])=[CH:34][C:33]=2[F:39])(=[O:30])=[O:31])=[CH:26][C:25]([Cl:40])=[CH:24][CH:23]=1.C([O-])(O)=O.[Na+].C1(P(C2C=CC=CC=2)C2C=CC=CC=2)C=CC=CC=1.Br[CH2:66][CH2:67][C:68]([O:70][CH3:71])=[O:69]. The catalyst is C(Cl)Cl.O1CCOCC1.CCOC(C)=O. The product is [Cl:40][C:25]1[CH:24]=[CH:23][C:22]([S:1][CH2:66][CH2:67][C:68]([O:70][CH3:71])=[O:69])=[C:27]([NH:28][S:29]([C:32]2[CH:37]=[CH:36][C:35]([Cl:38])=[CH:34][C:33]=2[F:39])(=[O:30])=[O:31])[CH:26]=1. The yield is 0.770. (2) The reactants are C1(S([N:10]2[C:14]3=[N:15][CH:16]=[C:17]([Cl:19])[CH:18]=[C:13]3[C:12]([CH2:20][C:21]3[CH:22]=[CH:23][C:24]([NH:27][CH2:28][C:29]4[CH:30]=[N:31][CH:32]=[C:33]([F:35])[CH:34]=4)=[N:25][CH:26]=3)=[CH:11]2)(=O)=O)C=CC=CC=1.[F-].C([N+](CCCC)(CCCC)CCCC)CCC.O. The catalyst is O1CCCC1. The product is [Cl:19][C:17]1[CH:18]=[C:13]2[C:12]([CH2:20][C:21]3[CH:22]=[CH:23][C:24]([NH:27][CH2:28][C:29]4[CH:30]=[N:31][CH:32]=[C:33]([F:35])[CH:34]=4)=[N:25][CH:26]=3)=[CH:11][NH:10][C:14]2=[N:15][CH:16]=1. The yield is 0.310. (3) The reactants are Br[C:2]1[CH:3]=[C:4]([CH:8]([NH:14][C:15]([C@@H:17]2[CH2:22][CH2:21][CH2:20][N:19]([C:23](=[O:39])[CH2:24][CH2:25][CH:26]3[CH2:31][CH2:30][N:29]([C:32]([O:34][C:35]([CH3:38])([CH3:37])[CH3:36])=[O:33])[CH2:28][CH2:27]3)[CH2:18]2)=[O:16])[CH2:9][C:10]([O:12][CH3:13])=[O:11])[CH:5]=[N:6][CH:7]=1.[OH:40][C:41]1[CH:42]=[C:43](B(O)O)[CH:44]=[CH:45][CH:46]=1.[F-].[K+]. The catalyst is C1(C)C=CC=CC=1.C(O)C.O.C1C=CC([P]([Pd]([P](C2C=CC=CC=2)(C2C=CC=CC=2)C2C=CC=CC=2)([P](C2C=CC=CC=2)(C2C=CC=CC=2)C2C=CC=CC=2)[P](C2C=CC=CC=2)(C2C=CC=CC=2)C2C=CC=CC=2)(C2C=CC=CC=2)C2C=CC=CC=2)=CC=1. The product is [OH:40][C:41]1[CH:46]=[C:45]([C:2]2[CH:3]=[C:4]([CH:8]([NH:14][C:15]([C@@H:17]3[CH2:22][CH2:21][CH2:20][N:19]([C:23](=[O:39])[CH2:24][CH2:25][CH:26]4[CH2:27][CH2:28][N:29]([C:32]([O:34][C:35]([CH3:37])([CH3:36])[CH3:38])=[O:33])[CH2:30][CH2:31]4)[CH2:18]3)=[O:16])[CH2:9][C:10]([O:12][CH3:13])=[O:11])[CH:5]=[N:6][CH:7]=2)[CH:44]=[CH:43][CH:42]=1. The yield is 0.580.